This data is from Peptide-MHC class I binding affinity with 185,985 pairs from IEDB/IMGT. The task is: Regression. Given a peptide amino acid sequence and an MHC pseudo amino acid sequence, predict their binding affinity value. This is MHC class I binding data. (1) The peptide sequence is TVFYNIPPM. The MHC is HLA-B40:01 with pseudo-sequence HLA-B40:01. The binding affinity (normalized) is 0.213. (2) The peptide sequence is QAFTFSPTYK. The MHC is HLA-A33:01 with pseudo-sequence HLA-A33:01. The binding affinity (normalized) is 0.210. (3) The peptide sequence is FQPQNGEFI. The MHC is H-2-Kb with pseudo-sequence H-2-Kb. The binding affinity (normalized) is 0.0258.